This data is from Catalyst prediction with 721,799 reactions and 888 catalyst types from USPTO. The task is: Predict which catalyst facilitates the given reaction. (1) Reactant: [N:1]1([C:9]([O:11][CH2:12][C:13]2[CH:18]=[CH:17][CH:16]=[CH:15][CH:14]=2)=[O:10])[CH2:8][CH2:7][CH2:6][C@H:2]1[C:3]([OH:5])=O.C1C=NC2N(O)N=NC=2C=1.CCN(C(C)C)C(C)C.[CH2:38]([NH2:45])[C:39]1[CH:44]=[CH:43][CH:42]=[CH:41][CH:40]=1. Product: [CH2:12]([O:11][C:9]([N:1]1[CH2:8][CH2:7][CH2:6][C@H:2]1[C:3](=[O:5])[NH:45][CH2:38][C:39]1[CH:44]=[CH:43][CH:42]=[CH:41][CH:40]=1)=[O:10])[C:13]1[CH:18]=[CH:17][CH:16]=[CH:15][CH:14]=1. The catalyst class is: 607. (2) Reactant: [Cl:1][C:2]1[S:6][C:5]([C:7]([NH:9][CH:10]([CH3:15])[C:11]([O:13]C)=[O:12])=[O:8])=[CH:4][CH:3]=1.C(O)C. Product: [Cl:1][C:2]1[S:6][C:5]([C:7]([NH:9][CH:10]([CH3:15])[C:11]([OH:13])=[O:12])=[O:8])=[CH:4][CH:3]=1. The catalyst class is: 74. (3) Reactant: C(O)(C(F)(F)F)=O.[Cl:8][C:9]1[C:26]([CH2:27][N:28]2[CH2:47][CH2:46][C:31]3([O:36][CH2:35][CH2:34][N:33]([C:37]([C:39]4[N:40]=[C:41]([CH2:44][CH3:45])[S:42][CH:43]=4)=[O:38])[CH2:32]3)[CH2:30][CH2:29]2)=[CH:25][CH:24]=[CH:23][C:10]=1[CH2:11][CH2:12][O:13][CH2:14][CH2:15][C:16]([O:18]C(C)(C)C)=[O:17]. Product: [Cl:8][C:9]1[C:26]([CH2:27][N:28]2[CH2:29][CH2:30][C:31]3([O:36][CH2:35][CH2:34][N:33]([C:37]([C:39]4[N:40]=[C:41]([CH2:44][CH3:45])[S:42][CH:43]=4)=[O:38])[CH2:32]3)[CH2:46][CH2:47]2)=[CH:25][CH:24]=[CH:23][C:10]=1[CH2:11][CH2:12][O:13][CH2:14][CH2:15][C:16]([OH:18])=[O:17]. The catalyst class is: 2.